This data is from Reaction yield outcomes from USPTO patents with 853,638 reactions. The task is: Predict the reaction yield, written as a fraction of the theoretical maximum amount of product (1.0 means a 100% yield; for example, 0.34 means a 34% yield). (1) The reactants are [CH2:1]([N:8]([S:15]([C:18]1[CH:23]=[CH:22][C:21]([O:24][CH3:25])=[CH:20][CH:19]=1)(=[O:17])=[O:16])[CH2:9][C:10]([O:12]CC)=[O:11])[C:2]1[CH:7]=[CH:6][CH:5]=[CH:4][CH:3]=1.[OH-].[Na+]. The catalyst is C(O)C. The product is [CH2:1]([N:8]([S:15]([C:18]1[CH:23]=[CH:22][C:21]([O:24][CH3:25])=[CH:20][CH:19]=1)(=[O:17])=[O:16])[CH2:9][C:10]([OH:12])=[O:11])[C:2]1[CH:7]=[CH:6][CH:5]=[CH:4][CH:3]=1. The yield is 0.990. (2) The reactants are [C:1]([O:5][C:6]([NH:8][C:9]1[CH:14]=[CH:13][CH:12]=[CH:11][C:10]=1[NH:15][C:16](=[O:32])[C:17]1[CH:22]=[CH:21][C:20](B2OC(C)(C)C(C)(C)O2)=[CH:19][CH:18]=1)=[O:7])([CH3:4])([CH3:3])[CH3:2].[Cl:33][C:34]1[N:39]=[C:38](Cl)[CH:37]=[CH:36][N:35]=1. No catalyst specified. The product is [C:1]([O:5][C:6]([NH:8][C:9]1[CH:14]=[CH:13][CH:12]=[CH:11][C:10]=1[NH:15][C:16](=[O:32])[C:17]1[CH:22]=[CH:21][C:20]([C:36]2[CH:37]=[CH:38][N:39]=[C:34]([Cl:33])[N:35]=2)=[CH:19][CH:18]=1)=[O:7])([CH3:3])([CH3:2])[CH3:4]. The yield is 0.320. (3) The catalyst is C1COCC1.C(OCC)(=O)C. The reactants are [H-].[Na+].[OH:3][C@@H:4]([CH2:9][O:10][C@H:11]([CH3:15])[CH2:12][O:13][CH3:14])[C:5]([O:7][CH3:8])=[O:6].Cl[C:17]1[N:22]=[CH:21][N:20]=[C:19]2[N:23]([C:26]3[C:31]([Cl:32])=[CH:30][CH:29]=[CH:28][N:27]=3)[N:24]=[CH:25][C:18]=12. The product is [Cl:32][C:31]1[C:26]([N:23]2[C:19]3=[N:20][CH:21]=[N:22][C:17]([O:3][C@@H:4]([CH2:9][O:10][C@H:11]([CH3:15])[CH2:12][O:13][CH3:14])[C:5]([O:7][CH3:8])=[O:6])=[C:18]3[CH:25]=[N:24]2)=[N:27][CH:28]=[CH:29][CH:30]=1. The yield is 0.558. (4) The reactants are [C:1]([C:5]1[CH:10]=[CH:9][C:8]([N+:11]([O-:13])=[O:12])=[CH:7][C:6]=1[CH2:14][NH2:15])([CH3:4])([CH3:3])[CH3:2].[CH3:16][C:17]([O:20][C:21](O[C:21]([O:20][C:17]([CH3:19])([CH3:18])[CH3:16])=[O:22])=[O:22])([CH3:19])[CH3:18]. The catalyst is C1COCC1.O. The product is [C:1]([C:5]1[CH:10]=[CH:9][C:8]([N+:11]([O-:13])=[O:12])=[CH:7][C:6]=1[CH2:14][NH:15][C:21](=[O:22])[O:20][C:17]([CH3:19])([CH3:18])[CH3:16])([CH3:4])([CH3:2])[CH3:3]. The yield is 0.780. (5) The reactants are [C:1]([O:5][C:6](=[O:27])[C:7]1[CH:12]=[CH:11][C:10]([N:13]2[CH2:18][CH2:17][N:16]([CH3:19])[CH2:15][CH2:14]2)=[CH:9][C:8]=1[NH:20][CH:21]1[CH2:26][CH2:25][O:24][CH2:23][CH2:22]1)([CH3:4])([CH3:3])[CH3:2].C(N(CC)CC)C.[F:35][C:36]([F:47])([F:46])[C:37](O[C:37](=[O:38])[C:36]([F:47])([F:46])[F:35])=[O:38].O. The catalyst is ClCCl. The product is [C:1]([O:5][C:6](=[O:27])[C:7]1[CH:12]=[CH:11][C:10]([N:13]2[CH2:14][CH2:15][N:16]([CH3:19])[CH2:17][CH2:18]2)=[CH:9][C:8]=1[N:20]([CH:21]1[CH2:22][CH2:23][O:24][CH2:25][CH2:26]1)[C:37](=[O:38])[C:36]([F:47])([F:46])[F:35])([CH3:4])([CH3:2])[CH3:3]. The yield is 0.730.